This data is from Reaction yield outcomes from USPTO patents with 853,638 reactions. The task is: Predict the reaction yield, written as a fraction of the theoretical maximum amount of product (1.0 means a 100% yield; for example, 0.34 means a 34% yield). The reactants are [F:1][C:2]([F:32])([F:31])[C:3]1[N:8]2[N:9]=[CH:10][C:11]([C:12]#[C:13][C:14]3[CH:15]=[CH:16][C:17]([NH2:20])=[N:18][CH:19]=3)=[C:7]2[N:6]=[C:5]([C:21]2[CH:26]=[CH:25][C:24]([C:27]([F:30])([F:29])[F:28])=[CH:23][CH:22]=2)[CH:4]=1.[CH3:33][S:34](O[S:34]([CH3:33])(=[O:36])=[O:35])(=[O:36])=[O:35].O1CCOCC1.Cl. The catalyst is N1C=CC=CC=1. The product is [F:32][C:2]([F:1])([F:31])[C:3]1[N:8]2[N:9]=[CH:10][C:11]([C:12]#[C:13][C:14]3[CH:15]=[CH:16][C:17]([NH:20][S:34]([CH3:33])(=[O:36])=[O:35])=[N:18][CH:19]=3)=[C:7]2[N:6]=[C:5]([C:21]2[CH:26]=[CH:25][C:24]([C:27]([F:28])([F:29])[F:30])=[CH:23][CH:22]=2)[CH:4]=1. The yield is 0.520.